This data is from Forward reaction prediction with 1.9M reactions from USPTO patents (1976-2016). The task is: Predict the product of the given reaction. (1) Given the reactants Cl[C:2]1[N:3]=[CH:4][C:5]2[N:11]([CH3:12])[C:10](=[O:13])[CH2:9][CH2:8][N:7]([CH:14]3[CH2:18][CH2:17][CH2:16][CH2:15]3)[C:6]=2[N:19]=1.[NH2:20][C:21]1[CH:29]=[CH:28][C:24]([C:25]([OH:27])=[O:26])=[CH:23][C:22]=1[O:30][CH3:31].C(O)C, predict the reaction product. The product is: [CH:14]1([N:7]2[CH2:8][CH2:9][C:10](=[O:13])[N:11]([CH3:12])[C:5]3[CH:4]=[N:3][C:2]([NH:20][C:21]4[CH:29]=[CH:28][C:24]([C:25]([OH:27])=[O:26])=[CH:23][C:22]=4[O:30][CH3:31])=[N:19][C:6]2=3)[CH2:18][CH2:17][CH2:16][CH2:15]1. (2) The product is: [CH2:1]([N:3]([CH2:9][CH3:10])[CH2:4][C:5]#[C:6][CH:7]=[O:8])[CH3:2]. Given the reactants [CH2:1]([N:3]([CH2:9][CH3:10])[CH2:4][C:5]#[C:6][CH2:7][OH:8])[CH3:2], predict the reaction product. (3) Given the reactants Br[C:2]1[S:6][N:5]=[C:4]([CH3:7])[CH:3]=1.CC#N.C(=O)=O.Cl[C:15]1[CH:16]=[CH:17][C:18]2[N:19]([C:21]([CH:24]([C:26]3[CH:27]=[C:28]4[C:33](=[CH:34][CH:35]=3)[N:32]=[CH:31][CH:30]=[CH:29]4)[CH3:25])=[N:22][N:23]=2)[N:20]=1, predict the reaction product. The product is: [CH3:7][C:4]1[CH:3]=[C:2]([C:15]2[CH:16]=[CH:17][C:18]3[N:19]([C:21]([CH:24]([C:26]4[CH:27]=[C:28]5[C:33](=[CH:34][CH:35]=4)[N:32]=[CH:31][CH:30]=[CH:29]5)[CH3:25])=[N:22][N:23]=3)[N:20]=2)[S:6][N:5]=1. (4) Given the reactants CN(C1C(C2C(P(C3CCCCC3)C3CCCCC3)=CC=CC=2)=CC=CC=1)C.CC(C)([O-])C.[Na+].Br[C:36]1[C:41]([O:42][CH3:43])=[CH:40][CH:39]=[CH:38][N:37]=1.[NH2:44][C@H:45]1[C:54]2[C:49](=[CH:50][CH:51]=[CH:52][CH:53]=2)[N:48]([C:55](=[O:57])[CH3:56])[C@@H:47]([CH:58]2[CH2:60][CH2:59]2)[C@@H:46]1[CH3:61], predict the reaction product. The product is: [CH:58]1([C@H:47]2[C@H:46]([CH3:61])[C@@H:45]([NH:44][C:36]3[C:41]([O:42][CH3:43])=[CH:40][CH:39]=[CH:38][N:37]=3)[C:54]3[C:49](=[CH:50][CH:51]=[CH:52][CH:53]=3)[N:48]2[C:55](=[O:57])[CH3:56])[CH2:59][CH2:60]1. (5) The product is: [NH2:17][C:14]1([CH2:13][N:9]([CH2:8][C:5]2[CH:6]=[CH:7][C:2]([Cl:1])=[C:3]([CH:4]=2)[C:25]([NH:27][CH2:28][C:29]23[CH2:30][CH:31]4[CH2:32][CH:33]([CH2:34][CH:35]([CH2:37]4)[CH2:36]2)[CH2:38]3)=[O:26])[CH2:10][CH2:11][OH:12])[CH2:16][CH2:15]1. Given the reactants [Cl:1][C:2]1[CH:7]=[CH:6][C:5]([CH2:8][N:9]([CH2:13][C:14]2([NH:17]C(=O)OC(C)(C)C)[CH2:16][CH2:15]2)[CH2:10][CH2:11][OH:12])=[CH:4][C:3]=1[C:25]([NH:27][CH2:28][C:29]12[CH2:38][CH:33]3[CH2:34][CH:35]([CH2:37][CH:31]([CH2:32]3)[CH2:30]1)[CH2:36]2)=[O:26].Cl.N, predict the reaction product. (6) Given the reactants [Br:1][C:2]1[CH:3]=[N:4][CH:5]=[C:6]([CH:10]=1)[C:7]([OH:9])=O.CN(C(ON1N=NC2C=CC=NC1=2)=[N+](C)C)C.F[P-](F)(F)(F)(F)F.CCN(C(C)C)C(C)C.[Cl:44][C:45]1[C:53]([C:54]#[N:55])=[CH:52][CH:51]=[C:50]2[C:46]=1[CH:47]=[C:48]([CH:62]([F:64])[F:63])[N:49]2[CH2:56]/[C:57](=[N:60]/[H])/[NH:58]O, predict the reaction product. The product is: [Br:1][C:2]1[CH:10]=[C:6]([C:7]2[O:9][N:60]=[C:57]([CH2:56][N:49]3[C:50]4[C:46](=[C:45]([Cl:44])[C:53]([C:54]#[N:55])=[CH:52][CH:51]=4)[CH:47]=[C:48]3[CH:62]([F:64])[F:63])[N:58]=2)[CH:5]=[N:4][CH:3]=1.